From a dataset of Reaction yield outcomes from USPTO patents with 853,638 reactions. Predict the reaction yield, written as a fraction of the theoretical maximum amount of product (1.0 means a 100% yield; for example, 0.34 means a 34% yield). (1) The reactants are [S:1](Cl)([C:4]1[CH:10]=[CH:9][C:7]([CH3:8])=[CH:6][CH:5]=1)(=[O:3])=[O:2].C(NC(C)C)(C)C.[C:19]1([CH3:29])[CH:24]=[CH:23][C:22]([CH2:25][CH2:26][CH2:27][OH:28])=[CH:21][CH:20]=1.[Cl-].[NH4+]. The catalyst is CN(C)C1C=CN=CC=1.C(Cl)Cl. The product is [C:19]1([CH3:29])[CH:20]=[CH:21][C:22]([CH2:25][CH2:26][CH2:27][O:28][S:1]([C:4]2[CH:10]=[CH:9][C:7]([CH3:8])=[CH:6][CH:5]=2)(=[O:3])=[O:2])=[CH:23][CH:24]=1. The yield is 0.700. (2) The reactants are Br[C:2]1[CH:3]=[C:4]([O:8][CH:9]([CH3:11])[CH3:10])[CH:5]=[N:6][CH:7]=1.[CH3:12][C@@H:13]([OH:17])[CH2:14][CH:15]=[CH2:16].C(N(CC)CC)C.C(#N)C. The catalyst is O.C([O-])(=O)C.[Pd+2].C([O-])(=O)C.C1(C)C=CC=CC=1P(C1C=CC=CC=1C)C1C=CC=CC=1C. The product is [CH:9]([O:8][C:4]1[CH:3]=[C:2](/[CH:16]=[CH:15]/[CH2:14][C@H:13]([OH:17])[CH3:12])[CH:7]=[N:6][CH:5]=1)([CH3:11])[CH3:10]. The yield is 0.850. (3) The reactants are [Br:1][C:2]1[CH:3]=[C:4]2[C:8](=[CH:9][CH:10]=1)[C@@H:7]([N:11]1[C:15]3=[N:16][C:17](Br)=[CH:18][C:19]([CH3:20])=[C:14]3[N:13]=[C:12]1[CH2:22][CH3:23])[CH2:6][CH2:5]2.[C-]#N.[K+].[Cu][C:28]#[N:29].Cl. The catalyst is CN(C=O)C.C(OCC)(=O)C. The product is [Br:1][C:2]1[CH:3]=[C:4]2[C:8](=[CH:9][CH:10]=1)[C@@H:7]([N:11]1[C:15]3=[N:16][C:17]([C:28]#[N:29])=[CH:18][C:19]([CH3:20])=[C:14]3[N:13]=[C:12]1[CH2:22][CH3:23])[CH2:6][CH2:5]2. The yield is 0.350.